Dataset: Forward reaction prediction with 1.9M reactions from USPTO patents (1976-2016). Task: Predict the product of the given reaction. (1) Given the reactants [CH2:1]([O:8][C:9]1[CH:18]=[C:17]2[C:12]([C:13]([O:19][C:20]3[CH:25]=[CH:24][C:23]([NH:26][C:27]([NH:29][C:30]4[CH:35]=[CH:34][C:33]([F:36])=[CH:32][C:31]=4[F:37])=[O:28])=[C:22]([CH3:38])[C:21]=3[CH3:39])=[CH:14][CH:15]=[N:16]2)=[CH:11][C:10]=1[O:40][CH3:41])[C:2]1C=CC=CC=1.[H][H].CN(C)[CH:46]=[O:47], predict the reaction product. The product is: [F:37][C:31]1[CH:32]=[C:33]([F:36])[CH:34]=[CH:35][C:30]=1[NH:29][C:27]([NH:26][C:23]1[CH:24]=[CH:25][C:20]([O:19][C:13]2[C:12]3[C:17](=[CH:18][C:9]([O:8][CH2:1][CH2:2][O:47][CH3:46])=[C:10]([O:40][CH3:41])[CH:11]=3)[N:16]=[CH:15][CH:14]=2)=[C:21]([CH3:39])[C:22]=1[CH3:38])=[O:28]. (2) Given the reactants Cl[C:2]1[N:3]=[C:4]([N:23]2[CH2:28][CH2:27][O:26][CH2:25][CH2:24]2)[C:5]2[S:10][C:9]([CH2:11][N:12]3[CH2:17][CH2:16][N:15]([S:18]([CH3:21])(=[O:20])=[O:19])[CH2:14][CH2:13]3)=[C:8]([CH3:22])[C:6]=2[N:7]=1.[CH3:29][S-:30].[Na+].CN(C=O)C, predict the reaction product. The product is: [CH3:22][C:8]1[C:6]2[N:7]=[C:2]([S:30][CH3:29])[N:3]=[C:4]([N:23]3[CH2:28][CH2:27][O:26][CH2:25][CH2:24]3)[C:5]=2[S:10][C:9]=1[CH2:11][N:12]1[CH2:17][CH2:16][N:15]([S:18]([CH3:21])(=[O:20])=[O:19])[CH2:14][CH2:13]1. (3) Given the reactants CO[C@H](C1C=CC=CC=1)C(O)=O.[CH3:13][C:14]([N:24]1[CH2:28][CH2:27][CH2:26][CH2:25]1)([CH3:23])[C@H:15]([NH2:22])[C:16]1[CH:21]=[CH:20][CH:19]=[CH:18][CH:17]=1.[OH-].[NH4+], predict the reaction product. The product is: [CH3:23][C:14]([N:24]1[CH2:25][CH2:26][CH2:27][CH2:28]1)([CH3:13])[C@H:15]([NH2:22])[C:16]1[CH:21]=[CH:20][CH:19]=[CH:18][CH:17]=1. (4) Given the reactants [F:1][C:2]1[CH:3]=[CH:4][C:5]2[C:6]3[CH2:15][CH2:14][NH:13][C:12](=O)[CH2:11][C:7]=3[NH:8][C:9]=2[CH:10]=1, predict the reaction product. The product is: [F:1][C:2]1[CH:3]=[CH:4][C:5]2[C:6]3[CH2:15][CH2:14][NH:13][CH2:12][CH2:11][C:7]=3[NH:8][C:9]=2[CH:10]=1. (5) Given the reactants [Al+3].[Cl-].[Cl-].[Cl-].[C:5]1([O:11][CH3:12])[CH:10]=[CH:9][CH:8]=[CH:7][CH:6]=1.[Br:13][CH:14]([CH3:18])[C:15](Cl)=[O:16], predict the reaction product. The product is: [Br:13][CH:14]([CH3:18])[C:15]([C:8]1[CH:9]=[CH:10][C:5]([O:11][CH3:12])=[CH:6][CH:7]=1)=[O:16]. (6) Given the reactants [NH2:1][C:2]1[CH:7]=[CH:6][CH:5]=[CH:4][C:3]=1[CH:8]1[CH2:13][CH2:12][N:11]([C:14](=[O:44])[C@H:15]([NH:24][C:25]([C@@H:27]2[CH2:36][C:35]3[C:30](=[CH:31][CH:32]=[CH:33][CH:34]=3)[CH2:29][N:28]2[C:37]([O:39][C:40]([CH3:43])([CH3:42])[CH3:41])=[O:38])=[O:26])[CH2:16][C:17]2[CH:22]=[CH:21][C:20]([Cl:23])=[CH:19][CH:18]=2)[CH2:10][CH2:9]1.[C:45]1([CH3:57])[CH:50]=[C:49]([CH3:51])[CH:48]=[C:47]([CH3:52])[C:46]=1[S:53](Cl)(=[O:55])=[O:54].N1C=CC=CC=1, predict the reaction product. The product is: [Cl:23][C:20]1[CH:19]=[CH:18][C:17]([CH2:16][C@@H:15]([NH:24][C:25]([C@@H:27]2[CH2:36][C:35]3[C:30](=[CH:31][CH:32]=[CH:33][CH:34]=3)[CH2:29][N:28]2[C:37]([O:39][C:40]([CH3:41])([CH3:43])[CH3:42])=[O:38])=[O:26])[C:14](=[O:44])[N:11]2[CH2:12][CH2:13][CH:8]([C:3]3[CH:4]=[CH:5][CH:6]=[CH:7][C:2]=3[NH:1][S:53]([C:46]3[C:47]([CH3:52])=[CH:48][C:49]([CH3:51])=[CH:50][C:45]=3[CH3:57])(=[O:55])=[O:54])[CH2:9][CH2:10]2)=[CH:22][CH:21]=1. (7) Given the reactants Cl[C:2]1[N:7]2[CH:8]=[N:9][C:10]([C:11]#[N:12])=[C:6]2[N:5]=[C:4]([CH3:13])[C:3]=1[C:14]1[C:19]([F:20])=[CH:18][C:17]([F:21])=[CH:16][C:15]=1[F:22].C[N:24]1[CH2:29][CH2:28][CH2:27][CH2:26][CH2:25]1.[CH2:30](N(CC)CC)C.Cl, predict the reaction product. The product is: [CH3:13][C:4]1[C:3]([C:14]2[C:19]([F:20])=[CH:18][C:17]([F:21])=[CH:16][C:15]=2[F:22])=[C:2]([N:24]2[CH2:25][CH2:26][CH:27]([CH3:30])[CH2:28][CH2:29]2)[N:7]2[CH:8]=[N:9][C:10]([C:11]#[N:12])=[C:6]2[N:5]=1. (8) Given the reactants [Cl:1][C:2]1[CH:24]=[CH:23][C:5]2[N:6]=[C:7]([C:9]3[CH:10]=[C:11]([C:15]4([CH3:22])[NH:20][C:19](=O)[CH2:18][O:17][CH2:16]4)[CH:12]=[CH:13][CH:14]=3)[O:8][C:4]=2[CH:3]=1.COC1C=CC(P2(SP(C3C=CC(OC)=CC=3)(=S)S2)=[S:34])=CC=1, predict the reaction product. The product is: [Cl:1][C:2]1[CH:24]=[CH:23][C:5]2[N:6]=[C:7]([C:9]3[CH:10]=[C:11]([C:15]4([CH3:22])[NH:20][C:19](=[S:34])[CH2:18][O:17][CH2:16]4)[CH:12]=[CH:13][CH:14]=3)[O:8][C:4]=2[CH:3]=1. (9) The product is: [N:22]1[C:23]2[C:28](=[CH:27][CH:26]=[CH:25][CH:24]=2)[N:29]=[CH:30][C:21]=1[N:16]1[CH2:17][CH2:18][C:13]2([C:8](=[O:19])[NH:9][CH2:10][CH2:11][CH2:12]2)[CH2:14][CH2:15]1. Given the reactants OC(C(F)(F)F)=O.[C:8]1(=[O:19])[C:13]2([CH2:18][CH2:17][NH:16][CH2:15][CH2:14]2)[CH2:12][CH2:11][CH2:10][NH:9]1.Cl[C:21]1[CH:30]=[N:29][C:28]2[C:23](=[CH:24][CH:25]=[CH:26][CH:27]=2)[N:22]=1.CCN(C(C)C)C(C)C, predict the reaction product.